This data is from Reaction yield outcomes from USPTO patents with 853,638 reactions. The task is: Predict the reaction yield, written as a fraction of the theoretical maximum amount of product (1.0 means a 100% yield; for example, 0.34 means a 34% yield). (1) The reactants are [OH:1][CH:2]1[CH2:7][CH2:6][N:5]([C:8]([O:10][C:11]([CH3:14])([CH3:13])[CH3:12])=[O:9])[CH2:4][CH2:3]1.[H-].[Na+].[Cl:17][C:18]1[CH:23]=[C:22](F)[CH:21]=[CH:20][N:19]=1. The catalyst is C1COCC1. The product is [Cl:17][C:18]1[CH:23]=[C:22]([O:1][CH:2]2[CH2:3][CH2:4][N:5]([C:8]([O:10][C:11]([CH3:14])([CH3:13])[CH3:12])=[O:9])[CH2:6][CH2:7]2)[CH:21]=[CH:20][N:19]=1. The yield is 0.860. (2) The reactants are [NH2:1][C:2]1[CH:7]=[CH:6][C:5]([C:8]2([C:11]([O:13][CH3:14])=[O:12])[CH2:10][CH2:9]2)=[CH:4][C:3]=1[C:15]#[C:16][Si](C)(C)C. The catalyst is CN(C=O)C.[Cu]I. The product is [NH:1]1[C:2]2[C:3](=[CH:4][C:5]([C:8]3([C:11]([O:13][CH3:14])=[O:12])[CH2:10][CH2:9]3)=[CH:6][CH:7]=2)[CH:15]=[CH:16]1. The yield is 0.510. (3) The reactants are C(O[C:6](=O)[NH:7][C@@H:8]([C:16]1[CH:21]=[CH:20][C:19](NCCOCCOCCOCCOCCOC)=[CH:18][CH:17]=1)[C:9](=O)[N:10]1[CH2:14][CH2:13][CH2:12][CH2:11]1)(C)(C)C.[H-].[Al+3].[Li+].[H-].[H-].[H-].[C:46](=[O:49])([O-])[O-].[Na+].[Na+].[O:52]1CCC[CH2:53]1. No catalyst specified. The product is [CH3:6][NH:7][C@@H:8]([C:16]1[CH:17]=[CH:18][C:19]([O:52][CH2:53][CH2:46][OH:49])=[CH:20][CH:21]=1)[CH2:9][N:10]1[CH2:11][CH2:12][CH2:13][CH2:14]1. The yield is 0.380.